This data is from Reaction yield outcomes from USPTO patents with 853,638 reactions. The task is: Predict the reaction yield, written as a fraction of the theoretical maximum amount of product (1.0 means a 100% yield; for example, 0.34 means a 34% yield). (1) The reactants are C[O:2][C:3](=O)[C:4]([CH3:19])([CH3:18])[CH:5]([NH:10][C:11]([O:13][C:14]([CH3:17])([CH3:16])[CH3:15])=[O:12])[C:6](OC)=[O:7].[H-].C([Al+]CC(C)C)C(C)C. The catalyst is ClCCl. The product is [C:14]([O:13][C:11](=[O:12])[NH:10][CH:5]([CH2:6][OH:7])[C:4]([CH3:19])([CH3:18])[CH2:3][OH:2])([CH3:17])([CH3:15])[CH3:16]. The yield is 0.290. (2) The reactants are Cl[C:2]1[N:7]=[C:6]([N:8]2[CH:12]=[CH:11][CH:10]=[C:9]2[CH3:13])[CH:5]=[CH:4][N:3]=1.Cl.[NH2:15][C@H:16]([C:18]1[C:19](=[O:29])[NH:20][C:21]2[C:26]([CH:27]=1)=[CH:25][C:24]([Cl:28])=[CH:23][CH:22]=2)[CH3:17].CCN(C(C)C)C(C)C.CCOC(C)=O. The catalyst is CCO.O. The product is [Cl:28][C:24]1[CH:25]=[C:26]2[C:21](=[CH:22][CH:23]=1)[NH:20][C:19](=[O:29])[C:18]([C@@H:16]([NH:15][C:2]1[N:7]=[C:6]([N:8]3[CH:12]=[CH:11][CH:10]=[C:9]3[CH3:13])[CH:5]=[CH:4][N:3]=1)[CH3:17])=[CH:27]2. The yield is 0.700. (3) The reactants are C(OC(=O)[NH:7][C:8]1[CH:13]=[CH:12][C:11]([NH:14][C:15]2[S:16][C:17]([NH:23][C:24](=[O:35])[C:25]3[CH:30]=[CH:29][C:28]([NH:31][C:32](=[O:34])[CH3:33])=[CH:27][CH:26]=3)=[C:18]([C:20](=[O:22])[NH2:21])[N:19]=2)=[CH:10][CH:9]=1)(C)(C)C. The catalyst is Cl.O1CCOCC1. The product is [C:32]([NH:31][C:28]1[CH:29]=[CH:30][C:25]([C:24]([NH:23][C:17]2[S:16][C:15]([NH:14][C:11]3[CH:12]=[CH:13][C:8]([NH2:7])=[CH:9][CH:10]=3)=[N:19][C:18]=2[C:20]([NH2:21])=[O:22])=[O:35])=[CH:26][CH:27]=1)(=[O:34])[CH3:33]. The yield is 0.980. (4) The reactants are IC1C=C(N[N:9]=[C:10]([C:13]#[N:14])[C:11]#[N:12])C=CC=1.[I:15][C:16]1[CH:17]=[C:18]([CH:20]=[CH:21][CH:22]=1)[NH2:19].C(#N)CC#N.O.[NH2:29][NH2:30]. No catalyst specified. The product is [I:15][C:16]1[CH:17]=[C:18]([NH:19][N:9]=[C:10]2[C:11]([NH2:12])=[N:30][N:29]=[C:13]2[NH2:14])[CH:20]=[CH:21][CH:22]=1. The yield is 0.740. (5) The reactants are [CH:1]1([C:4]([OH:6])=[O:5])[CH2:3][CH2:2]1.O.[C:8](=[O:15])([S:12][CH2:13][CH3:14])[O:9][CH2:10]I. The catalyst is ClCCl. The product is [CH2:13]([S:12][C:8]([O:9][CH2:10][O:5][C:4]([CH:1]1[CH2:3][CH2:2]1)=[O:6])=[O:15])[CH3:14]. The yield is 1.00. (6) The reactants are [F:1][C:2]1[CH:10]=[C:9]([F:11])[C:8]([N+:12]([O-])=O)=[CH:7][C:3]=1[C:4]([OH:6])=[O:5]. The yield is 0.970. The catalyst is C(O)C.[Pd]. The product is [F:1][C:2]1[CH:10]=[C:9]([F:11])[C:8]([NH2:12])=[CH:7][C:3]=1[C:4]([OH:6])=[O:5]. (7) The reactants are [NH2:1][CH2:2][CH:3]([OH:15])[CH2:4][N:5]1[CH2:14][CH2:13][C:12]2[C:7](=[CH:8][CH:9]=[CH:10][CH:11]=2)[CH2:6]1.[Br:16][C:17]1[CH:18]=[N:19][CH:20]=[C:21]([CH:25]=1)[C:22](O)=[O:23].CN(C(ON1N=NC2C=CC=NC1=2)=[N+](C)C)C.F[P-](F)(F)(F)(F)F. The catalyst is C(Cl)Cl.O. The product is [Br:16][C:17]1[CH:18]=[N:19][CH:20]=[C:21]([CH:25]=1)[C:22]([NH:1][CH2:2][CH:3]([OH:15])[CH2:4][N:5]1[CH2:14][CH2:13][C:12]2[C:7](=[CH:8][CH:9]=[CH:10][CH:11]=2)[CH2:6]1)=[O:23]. The yield is 0.340. (8) The reactants are C([O:3][C:4](=[O:26])[CH2:5][CH:6]1[CH2:14][C:13]2[C:8](=[CH:9][CH:10]=[C:11]([C:15]3[CH:20]=[CH:19][C:18]([O:21][CH3:22])=[C:17]([CH2:23][CH3:24])[CH:16]=3)[CH:12]=2)[C:7]1=[O:25])C.[OH-].[Na+].C(Cl)Cl.Cl. The catalyst is C1COCC1.O.CO. The product is [CH2:23]([C:17]1[CH:16]=[C:15]([C:11]2[CH:12]=[C:13]3[C:8](=[CH:9][CH:10]=2)[C:7](=[O:25])[CH:6]([CH2:5][C:4]([OH:26])=[O:3])[CH2:14]3)[CH:20]=[CH:19][C:18]=1[O:21][CH3:22])[CH3:24]. The yield is 0.310. (9) The reactants are [N:1]1[C:8]([Cl:9])=[N:7][C:5]([Cl:6])=[N:4][C:2]=1Cl.Cl[C:11]1[CH:12]=[C:13]([CH:16]=[CH:17][C:18]=1[NH2:19])[O:14][CH3:15].[OH-].[Na+].[ClH:22]. The catalyst is CC(C)=O. The product is [Cl:22][C:12]1[CH:11]=[C:18]([NH:19][C:2]2[N:1]=[C:8]([Cl:9])[N:7]=[C:5]([Cl:6])[N:4]=2)[CH:17]=[CH:16][C:13]=1[O:14][CH3:15]. The yield is 0.960.